Predict which catalyst facilitates the given reaction. From a dataset of Catalyst prediction with 721,799 reactions and 888 catalyst types from USPTO. (1) Reactant: [Cl:1][C:2]1[C:3]2[NH:10][CH:9]=[CH:8][C:4]=2[N:5]=[CH:6][N:7]=1.Br[CH2:12][CH2:13][O:14][CH2:15][CH2:16][O:17][CH3:18].C(=O)([O-])[O-].[Cs+].[Cs+].CN(C)C=O. Product: [Cl:1][C:2]1[C:3]2[N:10]([CH2:12][CH2:13][O:14][CH2:15][CH2:16][O:17][CH3:18])[CH:9]=[CH:8][C:4]=2[N:5]=[CH:6][N:7]=1. The catalyst class is: 6. (2) Reactant: Cl.[NH2:2][OH:3].[OH-].[Na+].[Cl:6][C:7]1[CH:8]=[C:9]([OH:17])[C:10](=[CH:15][CH:16]=1)[C:11](OC)=[O:12].N#N. Product: [Cl:6][C:7]1[CH:16]=[CH:15][C:10]([C:11]([NH:2][OH:3])=[O:12])=[C:9]([OH:17])[CH:8]=1. The catalyst class is: 38. (3) Reactant: Br[CH2:2][C:3]1[CH:8]=[CH:7][CH:6]=[CH:5][CH:4]=1.[OH:9][C:10]1[CH:11]=[CH:12][C:13]([CH3:19])=[C:14]([B:16]([OH:18])[OH:17])[CH:15]=1.C(=O)([O-])[O-].[Cs+].[Cs+].CN(C=O)C. Product: [CH2:2]([O:9][C:10]1[CH:11]=[CH:12][C:13]([CH3:19])=[C:14]([B:16]([OH:18])[OH:17])[CH:15]=1)[C:3]1[CH:8]=[CH:7][CH:6]=[CH:5][CH:4]=1. The catalyst class is: 6. (4) Reactant: C([O:4][C:5]([C@H:7]1[CH2:12][CH2:11][C@H:10]([C:13]2[CH:18]=[CH:17][C:16]([NH:19][C:20](=[O:29])[C:21]3[CH:26]=[CH:25][C:24]([Cl:27])=[C:23]([Cl:28])[CH:22]=3)=[CH:15][CH:14]=2)[CH2:9][CH2:8]1)=[O:6])(C)C.[OH-].[Na+]. Product: [Cl:28][C:23]1[CH:22]=[C:21]([CH:26]=[CH:25][C:24]=1[Cl:27])[C:20]([NH:19][C:16]1[CH:15]=[CH:14][C:13]([C@H:10]2[CH2:11][CH2:12][C@H:7]([C:5]([OH:6])=[O:4])[CH2:8][CH2:9]2)=[CH:18][CH:17]=1)=[O:29]. The catalyst class is: 87.